This data is from Peptide-MHC class II binding affinity with 134,281 pairs from IEDB. The task is: Regression. Given a peptide amino acid sequence and an MHC pseudo amino acid sequence, predict their binding affinity value. This is MHC class II binding data. The peptide sequence is GELQIVDKIDAMFKI. The MHC is DRB1_0101 with pseudo-sequence DRB1_0101. The binding affinity (normalized) is 0.407.